The task is: Predict the reactants needed to synthesize the given product.. This data is from Full USPTO retrosynthesis dataset with 1.9M reactions from patents (1976-2016). (1) Given the product [Br:8][C:6]1[N:7]=[C:2]([C:10]2[CH:15]=[CH:14][CH:13]=[CH:12][CH:11]=2)[C:3]([NH2:9])=[N:4][CH:5]=1, predict the reactants needed to synthesize it. The reactants are: Br[C:2]1[C:3]([NH2:9])=[N:4][CH:5]=[C:6]([Br:8])[N:7]=1.[C:10]1(B(O)O)[CH:15]=[CH:14][CH:13]=[CH:12][CH:11]=1. (2) Given the product [C:1]([C:5]1[C:6]([O:35][CH3:36])=[C:7]([CH:24]=[C:25]([N:27]2[CH:32]=[CH:31][C:30](=[O:33])[NH:29][C:28]2=[O:34])[CH:26]=1)/[CH:8]=[CH:9]/[C:10]1[CH:18]=[CH:17][C:16]([NH:19][S:20]([CH3:23])(=[O:22])=[O:21])=[CH:15][C:11]=1[NH:56][C:59](=[O:44])[O:65][C:61]([CH3:64])([CH3:63])[CH3:62])([CH3:3])([CH3:4])[CH3:2], predict the reactants needed to synthesize it. The reactants are: [C:1]([C:5]1[C:6]([O:35][CH3:36])=[C:7]([CH:24]=[C:25]([N:27]2[CH:32]=[CH:31][C:30](=[O:33])[NH:29][C:28]2=[O:34])[CH:26]=1)/[CH:8]=[CH:9]/[C:10]1[CH:18]=[CH:17][C:16]([NH:19][S:20]([CH3:23])(=[O:22])=[O:21])=[CH:15][C:11]=1C(O)=O)([CH3:4])([CH3:3])[CH3:2].C1(P(N=[N+]=[N-])(C2C=CC=CC=2)=[O:44])C=CC=CC=1.C([N:56]([CH2:59]C)CC)C.[C:61]([OH:65])([CH3:64])([CH3:63])[CH3:62]. (3) Given the product [N+:19]([C:14]1[CH:15]=[N:16][C:17]2[C:12]([C:13]=1[NH:24][CH2:25][CH2:26][CH2:27][CH2:28][NH:29][S:30]([CH3:33])(=[O:32])=[O:31])=[CH:11][CH:10]=[C:9]([O:8][CH2:1][C:2]1[CH:7]=[CH:6][CH:5]=[CH:4][CH:3]=1)[CH:18]=2)([O-:21])=[O:20], predict the reactants needed to synthesize it. The reactants are: [CH2:1]([O:8][C:9]1[CH:18]=[C:17]2[C:12]([C:13](Cl)=[C:14]([N+:19]([O-:21])=[O:20])[CH:15]=[N:16]2)=[CH:11][CH:10]=1)[C:2]1[CH:7]=[CH:6][CH:5]=[CH:4][CH:3]=1.Cl.[NH2:24][CH2:25][CH2:26][CH2:27][CH2:28][NH:29][S:30]([CH3:33])(=[O:32])=[O:31].C(N(CC)CC)C. (4) Given the product [Br:1][C:2]1[C:3](=[O:31])[N:4]([CH2:19][C:20]2[N:21]=[CH:22][C:23]([C:26]([OH:28])=[O:27])=[N:24][CH:25]=2)[C:5]([CH3:18])=[CH:6][C:7]=1[O:8][CH2:9][C:10]1[CH:15]=[CH:14][C:13]([F:16])=[CH:12][C:11]=1[F:17], predict the reactants needed to synthesize it. The reactants are: [Br:1][C:2]1[C:3](=[O:31])[N:4]([CH2:19][C:20]2[N:21]=[CH:22][C:23]([C:26]([O:28]CC)=[O:27])=[N:24][CH:25]=2)[C:5]([CH3:18])=[CH:6][C:7]=1[O:8][CH2:9][C:10]1[CH:15]=[CH:14][C:13]([F:16])=[CH:12][C:11]=1[F:17].[OH-].[Na+].C(O)(=O)CC(CC(O)=O)(C(O)=O)O. (5) Given the product [N:23]1[C:27]2[CH:28]=[CH:29][C:30]([NH:32][C:4]3[N:9]=[CH:8][C:7]4=[CH:10][CH:11]=[C:12]([C:13]5[CH:18]=[CH:17][C:16]([S:19]([CH3:22])(=[O:21])=[O:20])=[CH:15][CH:14]=5)[N:6]4[N:5]=3)=[CH:31][C:26]=2[NH:25][CH:24]=1, predict the reactants needed to synthesize it. The reactants are: CS([C:4]1[N:9]=[CH:8][C:7]2=[CH:10][CH:11]=[C:12]([C:13]3[CH:18]=[CH:17][C:16]([S:19]([CH3:22])(=[O:21])=[O:20])=[CH:15][CH:14]=3)[N:6]2[N:5]=1)=O.[N:23]1[C:27]2[CH:28]=[CH:29][C:30]([NH2:32])=[CH:31][C:26]=2[NH:25][CH:24]=1. (6) Given the product [Cl:1][C:2]1[C:3]([NH:16][CH:17]2[CH2:22][CH2:21][NH:20][CH2:19][CH:18]2[CH2:30][CH3:31])=[N:4][C:5]([NH:8][C:9]2[CH:13]=[C:12]([CH3:14])[N:11]([CH3:15])[N:10]=2)=[N:6][CH:7]=1, predict the reactants needed to synthesize it. The reactants are: [Cl:1][C:2]1[C:3]([NH:16][CH:17]2[CH2:22][CH2:21][N:20](C(OC(C)(C)C)=O)[CH2:19][CH:18]2[CH2:30][CH3:31])=[N:4][C:5]([NH:8][C:9]2[CH:13]=[C:12]([CH3:14])[N:11]([CH3:15])[N:10]=2)=[N:6][CH:7]=1.Cl.CCOC(C)=O. (7) Given the product [CH:24]1[CH:32]=[CH:31][C:27]([CH2:28][O:29][C:41]2[CH:42]=[CH:21][C:20]([CH2:19][C@H:18]([NH2:17])[CH2:1][SH:8])=[CH:39][CH:40]=2)=[CH:26][CH:25]=1, predict the reactants needed to synthesize it. The reactants are: [C:1](C1C=CC=CC=1)(=[S:8])C1C=CC=CC=1.C([NH:17][CH2:18][CH2:19][CH2:20][CH3:21])C.CO[C:24]1[CH:32]=[CH:31][C:27]([C:28](Cl)=[O:29])=[CH:26][CH:25]=1.[OH-].[Na+].C(O[CH2:39][CH2:40][CH2:41][CH3:42])(=O)C. (8) Given the product [NH2:9][CH:10]1[CH:30]([C:31]2[CH:32]=[C:33]([CH3:37])[CH:34]=[CH:35][CH:36]=2)[CH2:29][N:13]2[CH2:14][CH2:15][C:16]3[C:21]([CH:12]2[CH2:11]1)=[CH:20][CH:19]=[C:18]([O:22][CH3:23])[C:17]=3[O:24][CH2:25][C:26]([NH2:28])=[O:27], predict the reactants needed to synthesize it. The reactants are: C(O/[N:9]=[C:10]1\[CH2:11][C@H:12]2[C:21]3[C:16](=[C:17]([O:24][CH2:25][C:26]([NH2:28])=[O:27])[C:18]([O:22][CH3:23])=[CH:19][CH:20]=3)[CH2:15][CH2:14][N:13]2[CH2:29][C@@H:30]\1[C:31]1[CH:32]=[C:33]([CH3:37])[CH:34]=[CH:35][CH:36]=1)C1C=CC=CC=1.C(O)C.[NH4+].[OH-].